From a dataset of Reaction yield outcomes from USPTO patents with 853,638 reactions. Predict the reaction yield, written as a fraction of the theoretical maximum amount of product (1.0 means a 100% yield; for example, 0.34 means a 34% yield). The reactants are C([NH:5][S:6]([C:9]1[CH:14]=[CH:13][CH:12]=[C:11]([C:15]2[CH:20]=[C:19]([C:21]3[N:26]=[C:25]([C:27]4[CH:32]=[CH:31][C:30]([C:33]([F:36])([F:35])[F:34])=[C:29]([O:37][CH2:38][C:39]([F:42])([F:41])[F:40])[CH:28]=4)[CH:24]=[C:23]([C:43]([F:46])([F:45])[F:44])[N:22]=3)[CH:18]=[CH:17][N:16]=2)[CH:10]=1)(=[O:8])=[O:7])(C)(C)C.C(O)(C(F)(F)F)=O. The catalyst is ClCCl. The product is [F:42][C:39]([F:40])([F:41])[CH2:38][O:37][C:29]1[CH:28]=[C:27]([C:25]2[CH:24]=[C:23]([C:43]([F:45])([F:46])[F:44])[N:22]=[C:21]([C:19]3[CH:18]=[CH:17][N:16]=[C:15]([C:11]4[CH:10]=[C:9]([S:6]([NH2:5])(=[O:8])=[O:7])[CH:14]=[CH:13][CH:12]=4)[CH:20]=3)[N:26]=2)[CH:32]=[CH:31][C:30]=1[C:33]([F:34])([F:36])[F:35]. The yield is 0.770.